This data is from Peptide-MHC class II binding affinity with 134,281 pairs from IEDB. The task is: Regression. Given a peptide amino acid sequence and an MHC pseudo amino acid sequence, predict their binding affinity value. This is MHC class II binding data. (1) The peptide sequence is VPRRGPRGGPGRSYA. The MHC is HLA-DQA10401-DQB10402 with pseudo-sequence HLA-DQA10401-DQB10402. The binding affinity (normalized) is 0.0690. (2) The peptide sequence is GYITTNVLREILKEL. The MHC is DRB1_1101 with pseudo-sequence DRB1_1101. The binding affinity (normalized) is 0.448. (3) The peptide sequence is PNYLALLVKYVDGDG. The binding affinity (normalized) is 0.0996. The MHC is HLA-DQA10104-DQB10503 with pseudo-sequence HLA-DQA10104-DQB10503. (4) The binding affinity (normalized) is 0.190. The MHC is DRB1_1302 with pseudo-sequence DRB1_1302. The peptide sequence is DIYNYMEPYVSKVDP. (5) The binding affinity (normalized) is 0.438. The MHC is DRB1_0401 with pseudo-sequence DRB1_0401. The peptide sequence is KTSLYNLRRGTALAIPQCRLTPLSRL.